From a dataset of NCI-60 drug combinations with 297,098 pairs across 59 cell lines. Regression. Given two drug SMILES strings and cell line genomic features, predict the synergy score measuring deviation from expected non-interaction effect. (1) Drug 2: C1CCC(C(C1)N)N.C(=O)(C(=O)[O-])[O-].[Pt+4]. Cell line: A498. Drug 1: CN1CCC(CC1)COC2=C(C=C3C(=C2)N=CN=C3NC4=C(C=C(C=C4)Br)F)OC. Synergy scores: CSS=25.1, Synergy_ZIP=-7.41, Synergy_Bliss=4.77, Synergy_Loewe=5.71, Synergy_HSA=7.31. (2) Drug 1: CC1=C(C(=CC=C1)Cl)NC(=O)C2=CN=C(S2)NC3=CC(=NC(=N3)C)N4CCN(CC4)CCO. Drug 2: C1=NC2=C(N1)C(=S)N=CN2. Cell line: LOX IMVI. Synergy scores: CSS=33.0, Synergy_ZIP=26.3, Synergy_Bliss=33.2, Synergy_Loewe=-6.98, Synergy_HSA=-0.0965. (3) Drug 1: COC1=C(C=C2C(=C1)N=CN=C2NC3=CC(=C(C=C3)F)Cl)OCCCN4CCOCC4. Drug 2: C(CC(=O)O)C(=O)CN.Cl. Cell line: HOP-92. Synergy scores: CSS=24.0, Synergy_ZIP=-6.34, Synergy_Bliss=-4.19, Synergy_Loewe=-1.43, Synergy_HSA=-0.325. (4) Drug 1: CC(C1=C(C=CC(=C1Cl)F)Cl)OC2=C(N=CC(=C2)C3=CN(N=C3)C4CCNCC4)N. Cell line: HCC-2998. Drug 2: C1=NC2=C(N1)C(=S)N=C(N2)N. Synergy scores: CSS=30.7, Synergy_ZIP=0.692, Synergy_Bliss=-1.58, Synergy_Loewe=-8.22, Synergy_HSA=-1.84. (5) Drug 1: CC1C(C(CC(O1)OC2CC(OC(C2O)C)OC3=CC4=CC5=C(C(=O)C(C(C5)C(C(=O)C(C(C)O)O)OC)OC6CC(C(C(O6)C)O)OC7CC(C(C(O7)C)O)OC8CC(C(C(O8)C)O)(C)O)C(=C4C(=C3C)O)O)O)O. Drug 2: C1=CC=C(C(=C1)C(C2=CC=C(C=C2)Cl)C(Cl)Cl)Cl. Cell line: NCI-H226. Synergy scores: CSS=2.88, Synergy_ZIP=-0.489, Synergy_Bliss=-2.53, Synergy_Loewe=-48.4, Synergy_HSA=-3.69. (6) Drug 1: CC(C1=C(C=CC(=C1Cl)F)Cl)OC2=C(N=CC(=C2)C3=CN(N=C3)C4CCNCC4)N. Drug 2: C1=NC2=C(N1)C(=S)N=CN2. Cell line: SK-MEL-2. Synergy scores: CSS=-0.711, Synergy_ZIP=2.81, Synergy_Bliss=4.32, Synergy_Loewe=-9.95, Synergy_HSA=-4.54. (7) Drug 1: C1CCC(CC1)NC(=O)N(CCCl)N=O. Drug 2: CN(C)C1=NC(=NC(=N1)N(C)C)N(C)C. Cell line: SK-MEL-28. Synergy scores: CSS=9.93, Synergy_ZIP=0.704, Synergy_Bliss=4.25, Synergy_Loewe=-7.07, Synergy_HSA=-0.00724.